The task is: Predict the product of the given reaction.. This data is from Forward reaction prediction with 1.9M reactions from USPTO patents (1976-2016). Given the reactants [H-].[H-].[H-].[H-].[Li+].[Al+3].[C:7]([O:11][C:12](=[O:31])[NH:13][C:14]1[S:15][C:16]([C:20]2[CH:25]=[CH:24][N:23]=[C:22]([C:26]([C:29]#[N:30])([CH3:28])[CH3:27])[CH:21]=2)=[C:17]([CH3:19])[N:18]=1)([CH3:10])([CH3:9])[CH3:8], predict the reaction product. The product is: [C:7]([O:11][C:12](=[O:31])[NH:13][C:14]1[S:15][C:16]([C:20]2[CH:25]=[CH:24][N:23]=[C:22]([C:26]([CH3:28])([CH3:27])[CH2:29][NH2:30])[CH:21]=2)=[C:17]([CH3:19])[N:18]=1)([CH3:8])([CH3:10])[CH3:9].